From a dataset of Forward reaction prediction with 1.9M reactions from USPTO patents (1976-2016). Predict the product of the given reaction. Given the reactants [CH2:1]([NH:8][CH2:9][CH2:10][N:11]1[CH:20]([CH2:21][C:22]2[CH:27]=[CH:26][CH:25]=[CH:24][CH:23]=2)[CH2:19][C:18]2[C:13](=[CH:14][CH:15]=[CH:16][CH:17]=2)[CH2:12]1)[C:2]1[CH:7]=[CH:6][CH:5]=[CH:4][CH:3]=1.[CH2:28]=O, predict the reaction product. The product is: [CH2:1]([N:8]([CH3:28])[CH2:9][CH2:10][N:11]1[CH:20]([CH2:21][C:22]2[CH:27]=[CH:26][CH:25]=[CH:24][CH:23]=2)[CH2:19][C:18]2[C:13](=[CH:14][CH:15]=[CH:16][CH:17]=2)[CH2:12]1)[C:2]1[CH:3]=[CH:4][CH:5]=[CH:6][CH:7]=1.